This data is from Forward reaction prediction with 1.9M reactions from USPTO patents (1976-2016). The task is: Predict the product of the given reaction. (1) Given the reactants [Cl:1][C:2]1[CH:7]=[CH:6][C:5]([S:8]([NH:11][C@@H:12]([C:20]2[C:24](I)=[C:23]([CH3:26])[O:22][N:21]=2)[CH2:13][C:14]2[CH:19]=[CH:18][CH:17]=[CH:16][CH:15]=2)(=[O:10])=[O:9])=[CH:4][CH:3]=1.[Li]CCCC.[Cl-].N, predict the reaction product. The product is: [Cl:1][C:2]1[CH:7]=[CH:6][C:5]([S:8]([NH:11][C@@H:12]([C:20]2[CH:24]=[C:23]([CH3:26])[O:22][N:21]=2)[CH2:13][C:14]2[CH:19]=[CH:18][CH:17]=[CH:16][CH:15]=2)(=[O:9])=[O:10])=[CH:4][CH:3]=1. (2) Given the reactants [CH3:1][C:2]1[CH:10]=[CH:9][CH:8]=[C:7]2[C:3]=1[CH2:4][C:5](=[O:11])[NH:6]2.[NH:12]1[C:20]2[C:15](=[CH:16][CH:17]=[CH:18][CH:19]=2)[CH:14]=[C:13]1[CH:21]=O.N1CCCCC1, predict the reaction product. The product is: [NH:12]1[C:20]2[C:15](=[CH:16][CH:17]=[CH:18][CH:19]=2)[CH:14]=[C:13]1[CH:21]=[C:4]1[C:3]2[C:7](=[CH:8][CH:9]=[CH:10][C:2]=2[CH3:1])[NH:6][C:5]1=[O:11].